Dataset: Reaction yield outcomes from USPTO patents with 853,638 reactions. Task: Predict the reaction yield, written as a fraction of the theoretical maximum amount of product (1.0 means a 100% yield; for example, 0.34 means a 34% yield). (1) The reactants are Br[C:2]1[CH:3]=[C:4]([N+:10]([O-:12])=[O:11])[C:5]([O:8][CH3:9])=[N:6][CH:7]=1.C(=O)([O-])[O-].[Cs+].[Cs+].[CH2:19]([N:22]([CH3:24])[CH3:23])[C:20]#[CH:21]. The catalyst is CN(C=O)C.CC#N.CC#N.Cl[Pd]Cl. The product is [CH3:9][O:8][C:5]1[N:6]=[CH:7][C:2]([C:21]#[C:20][CH2:19][N:22]([CH3:24])[CH3:23])=[CH:3][C:4]=1[N+:10]([O-:12])=[O:11]. The yield is 0.270. (2) The reactants are [CH2:1]([S:3]([N:6]1[CH2:11][CH2:10][CH:9]([C:12]2[C:20]3[C:15](=[C:16]([C:29]([NH2:31])=[O:30])[CH:17]=[C:18]([C:21]4[CH:26]=[CH:25][CH:24]=[C:23]([CH:27]=O)[CH:22]=4)[CH:19]=3)[NH:14][CH:13]=2)[CH2:8][CH2:7]1)(=[O:5])=[O:4])[CH3:2].[CH:32]1([NH2:36])[CH2:35][CH2:34][CH2:33]1.[BH-](OC(C)=O)(OC(C)=O)OC(C)=O.[Na+]. No catalyst specified. The product is [CH:32]1([NH:36][CH2:27][C:23]2[CH:22]=[C:21]([C:18]3[CH:19]=[C:20]4[C:15](=[C:16]([C:29]([NH2:31])=[O:30])[CH:17]=3)[NH:14][CH:13]=[C:12]4[CH:9]3[CH2:8][CH2:7][N:6]([S:3]([CH2:1][CH3:2])(=[O:4])=[O:5])[CH2:11][CH2:10]3)[CH:26]=[CH:25][CH:24]=2)[CH2:35][CH2:34][CH2:33]1. The yield is 0.350.